Dataset: Reaction yield outcomes from USPTO patents with 853,638 reactions. Task: Predict the reaction yield, written as a fraction of the theoretical maximum amount of product (1.0 means a 100% yield; for example, 0.34 means a 34% yield). (1) The product is [CH3:11][C:12]1([N:17]2[C:21]3[N:22]=[CH:23][N:24]=[CH:25][C:20]=3[CH:19]=[CH:18]2)[CH2:15][O:16][CH2:13]1. The catalyst is C1COCC1. The reactants are [Li+].C[Si]([N-][Si](C)(C)C)(C)C.[CH3:11][C:12]([N:17]1[C:21]2[N:22]=[CH:23][N:24]=[CH:25][C:20]=2[CH:19]=[CH:18]1)([CH2:15][OH:16])[CH2:13]O.S(Cl)(C1C=CC(C)=CC=1)(=O)=O.[NH4+].[Cl-]. The yield is 0.370. (2) The catalyst is C(Cl)Cl. The yield is 0.840. The product is [Cl:27][C:28]1[CH:33]=[CH:32][C:31]([O:34][C:35]2[CH:42]=[CH:41][C:40]([CH2:43][CH2:44][I:20])=[CH:39][C:36]=2[C:37]#[N:38])=[CH:30][C:29]=1[C:46]([F:49])([F:48])[F:47]. The reactants are C1C=CC(P(C2C=CC=CC=2)C2C=CC=CC=2)=CC=1.[I:20]I.N1C=CN=C1.[Cl:27][C:28]1[CH:33]=[CH:32][C:31]([O:34][C:35]2[CH:42]=[CH:41][C:40]([CH2:43][CH2:44]O)=[CH:39][C:36]=2[C:37]#[N:38])=[CH:30][C:29]=1[C:46]([F:49])([F:48])[F:47]. (3) The reactants are [C:1]1([S:7]([OH:10])(=[O:9])=[O:8])[CH:6]=[CH:5][CH:4]=[CH:3][CH:2]=1.[NH:11]1[CH2:16][CH2:15][C:14](=[C:17]2[C:26]3[CH:27]=[CH:28][CH:29]=[CH:30][C:25]=3[CH:24]=[CH:23][C:22]3[S:21][C:20]([CH:31](C)C(O)=O)=[CH:19][C:18]2=3)[CH2:13][CH2:12]1.C[C:37]([CH3:39])=[O:38]. No catalyst specified. The product is [C:1]1([S:7]([OH:10])(=[O:9])=[O:8])[CH:6]=[CH:5][CH:4]=[CH:3][CH:2]=1.[NH:11]1[CH2:16][CH2:15][C:14](=[C:17]2[C:26]3[CH:27]=[CH:28][CH:29]=[CH:30][C:25]=3[CH:24]=[CH:23][C:22]3[S:21][C:20]([CH2:31][CH2:39][C:37]([OH:8])=[O:38])=[CH:19][C:18]2=3)[CH2:13][CH2:12]1. The yield is 0.300. (4) The reactants are [Cl:1][C:2]1[CH:10]=[C:9]([Cl:11])[C:5]([C:6]([OH:8])=[O:7])=[C:4]([N+:12]([O-:14])=[O:13])[C:3]=1[O:15][CH3:16].[CH3:17]C(C)=O.C([O-])([O-])=O.[K+].[K+]. The catalyst is IC.O. The product is [Cl:1][C:2]1[CH:10]=[C:9]([Cl:11])[C:5]([C:6]([O:8][CH3:17])=[O:7])=[C:4]([N+:12]([O-:14])=[O:13])[C:3]=1[O:15][CH3:16]. The yield is 0.910. (5) The reactants are ClC1N=C(NNCC#C)N=C(NNCCC)N=1.Cl.[CH3:19][O:20]CCONC.[CH2:26]([O:28][N:29]([CH3:44])[C:30]1[N:35]=[C:34]([NH:36][CH2:37][CH2:38][CH3:39])[N:33]=[C:32]([NH:40][CH2:41][C:42]#[CH:43])[N:31]=1)[CH3:27]. No catalyst specified. The product is [CH3:19][O:20][CH2:27][CH2:26][O:28][N:29]([CH3:44])[C:30]1[N:31]=[C:32]([NH:40][CH2:41][CH2:42][CH3:43])[N:33]=[C:34]([NH:36][CH2:37][C:38]#[CH:39])[N:35]=1. The yield is 0.670. (6) The reactants are [OH:1][C:2]1[CH:3]=[C:4]2[C:9](=[CH:10][CH:11]=1)[CH:8]=[C:7]([C:12]([OH:14])=[O:13])[CH:6]=[CH:5]2.OS(O)(=O)=O.[CH3:20]O. No catalyst specified. The product is [OH:1][C:2]1[CH:3]=[C:4]2[C:9](=[CH:10][CH:11]=1)[CH:8]=[C:7]([C:12]([O:14][CH3:20])=[O:13])[CH:6]=[CH:5]2. The yield is 0.950. (7) The yield is 0.400. The catalyst is C(O)C. The product is [CH2:9]([N:11]([CH2:12][CH3:13])[C:2]1[CH:7]=[CH:6][C:5]([I:8])=[CH:4][N:3]=1)[CH3:10]. The reactants are Cl[C:2]1[CH:7]=[CH:6][C:5]([I:8])=[CH:4][N:3]=1.[CH2:9]([NH:11][CH2:12][CH3:13])[CH3:10]. (8) The reactants are [N+:1]([C:4]1[C:13]2[C:8](=[CH:9][CH:10]=[CH:11][CH:12]=2)[C:7]([O:14][CH2:15][CH2:16][C:17]2[CH:22]=[CH:21][N:20]=[C:19]([NH:23][C:24](=[O:30])[O:25][C:26]([CH3:29])([CH3:28])[CH3:27])[CH:18]=2)=[CH:6][CH:5]=1)([O-])=O.C([O-])(O)=O.[Na+]. The catalyst is CC(O)=O.CCO.[Fe]. The product is [NH2:1][C:4]1[C:13]2[C:8](=[CH:9][CH:10]=[CH:11][CH:12]=2)[C:7]([O:14][CH2:15][CH2:16][C:17]2[CH:22]=[CH:21][N:20]=[C:19]([NH:23][C:24](=[O:30])[O:25][C:26]([CH3:28])([CH3:27])[CH3:29])[CH:18]=2)=[CH:6][CH:5]=1. The yield is 0.950. (9) The reactants are [N+]([C:4]1[CH:11]=[C:10]([C:12]([F:15])([F:14])[F:13])[CH:9]=[CH:8][C:5]=1[C:6]#[N:7])([O-])=O.[C:16]([O:20][CH3:21])(=[O:19])[CH2:17][SH:18].CN1C(=O)CCC1.O.[OH-].[Li+]. The catalyst is O. The product is [C:16]([C:17]1[S:18][C:4]2[CH:11]=[C:10]([C:12]([F:15])([F:14])[F:13])[CH:9]=[CH:8][C:5]=2[C:6]=1[NH2:7])([O:20][CH3:21])=[O:19]. The yield is 0.847. (10) The reactants are Br.[NH2:2][C:3]1[S:4][CH:5]=[C:6]([C:8]([OH:10])=O)[N:7]=1.CN(C(ON1N=NC2C=CC=NC1=2)=[N+](C)C)C.F[P-](F)(F)(F)(F)F.[NH2:35][CH:36]1[CH2:41][CH2:40][N:39]([CH3:42])[CH2:38][CH2:37]1.CCN(C(C)C)C(C)C. The catalyst is CN(C=O)C. The product is [NH2:2][C:3]1[S:4][CH:5]=[C:6]([C:8]([NH:35][CH:36]2[CH2:41][CH2:40][N:39]([CH3:42])[CH2:38][CH2:37]2)=[O:10])[N:7]=1. The yield is 0.530.